From a dataset of Forward reaction prediction with 1.9M reactions from USPTO patents (1976-2016). Predict the product of the given reaction. (1) Given the reactants C(OC([N:8]([CH3:43])[C:9]1[N:13]([CH:14]2[CH2:19][CH2:18][CH2:17][N:16]([C:20](OC(C)(C)C)=[O:21])[CH2:15]2)[N:12]=[C:11]([C:27]2[CH:32]=[CH:31][C:30]([O:33][C:34]3[CH:39]=[CH:38][CH:37]=[CH:36][CH:35]=3)=[CH:29][CH:28]=2)[C:10]=1[C:40](=[O:42])[NH2:41])=O)(C)(C)C.Cl.[CH3:45][CH2:46]N(C(C)C)C(C)C.C(Cl)(=O)C=C, predict the reaction product. The product is: [C:20]([N:16]1[CH2:17][CH2:18][CH2:19][CH:14]([N:13]2[C:9]([NH:8][CH3:43])=[C:10]([C:40]([NH2:41])=[O:42])[C:11]([C:27]3[CH:28]=[CH:29][C:30]([O:33][C:34]4[CH:39]=[CH:38][CH:37]=[CH:36][CH:35]=4)=[CH:31][CH:32]=3)=[N:12]2)[CH2:15]1)(=[O:21])[CH:45]=[CH2:46]. (2) Given the reactants [Cl:1][C:2]1[N:10]=[C:9]2[C:5]([N:6]=[CH:7][NH:8]2)=[C:4](Cl)[N:3]=1.[NH2:12][CH:13]1[CH2:18][CH2:17][CH:16]([CH2:19][NH:20][C:21](=[O:26])[C:22]([F:25])([F:24])[F:23])[CH2:15][CH2:14]1.C(N(CC)CC)C, predict the reaction product. The product is: [Cl:1][C:2]1[N:10]=[C:9]2[C:5]([N:6]=[CH:7][NH:8]2)=[C:4]([NH:12][CH:13]2[CH2:14][CH2:15][CH:16]([CH2:19][NH:20][C:21](=[O:26])[C:22]([F:24])([F:25])[F:23])[CH2:17][CH2:18]2)[N:3]=1. (3) The product is: [CH3:10][C:11]1[NH:12][C:13]([CH3:18])=[CH:14][C:15](=[O:17])[C:16]=1[N+:6]([O-:9])=[O:7]. Given the reactants S(=O)(=O)(O)O.[N+:6]([O-:9])(O)=[O:7].[CH3:10][C:11]1[NH:12][C:13]([CH3:18])=[CH:14][C:15](=[O:17])[CH:16]=1.[OH-].[Na+].N, predict the reaction product. (4) Given the reactants [Cl:1][C:2]1[CH:7]=[CH:6][CH:5]=[C:4]([Cl:8])[C:3]=1[C:9]1[C:13]([C:14]([OH:16])=O)=[C:12]([CH3:17])[O:11][N:10]=1.Cl.[N+](C1C=[CH:26][C:25]([C@H:28]([NH2:30])[CH3:29])=[CH:24][CH:23]=1)([O-])=O.[CH3:31][CH2:32][N:33]([CH2:36][CH3:37])[CH2:34][CH3:35].CN(C(ON1N=NC2C=CC=CC1=2)=[N+](C)C)C.[B-](F)(F)(F)F.[NH4+].[Cl-].C(=O)C.C([BH3-])#N.[Na+], predict the reaction product. The product is: [Cl:8][C:4]1[CH:5]=[CH:6][CH:7]=[C:2]([Cl:1])[C:3]=1[C:9]1[C:13]([C:14]([NH:30][C@@H:28]([C:25]2[CH:24]=[CH:23][C:32]([N:33]([CH2:36][CH3:37])[CH2:34][CH3:35])=[CH:31][CH:26]=2)[CH3:29])=[O:16])=[C:12]([CH3:17])[O:11][N:10]=1. (5) Given the reactants [F:1][C:2]1[CH:11]=[C:10]2[C:5]([C:6]([OH:17])=[C:7]([C:12]([O:14][CH2:15][CH3:16])=[O:13])[CH:8]=[N:9]2)=[CH:4][CH:3]=1.[C:18](=O)([O-])[O-].[K+].[K+].S(OC)(OC)(=O)=O, predict the reaction product. The product is: [F:1][C:2]1[CH:11]=[C:10]2[C:5]([C:6](=[O:17])[C:7]([C:12]([O:14][CH2:15][CH3:16])=[O:13])=[CH:8][N:9]2[CH3:18])=[CH:4][CH:3]=1. (6) Given the reactants CCN(C(C)C)C(C)C.[CH2:10]([O:12][C:13]1[C:22]([O:23][CH3:24])=[CH:21][C:20]2[C:19]([C:25]3[CH:26]=[C:27]([CH:31]=[CH:32][CH:33]=3)[C:28](O)=[O:29])=[N:18][C@@H:17]3[CH2:34][CH2:35][S:36][CH2:37][C@@H:16]3[C:15]=2[CH:14]=1)[CH3:11].Cl.[O:39]1[C:43]2[CH:44]=[CH:45][C:46]([C:48]3[S:56][C:55]4[C:54](=[O:57])[N:53]([CH:58]5[CH2:63][CH2:62][NH:61][CH2:60][CH2:59]5)[C:52](=[O:64])[N:51]([CH2:65][C:66]5[CH:71]=[CH:70][C:69]([O:72][CH3:73])=[C:68]([F:74])[CH:67]=5)[C:50]=4[CH:49]=3)=[CH:47][C:42]=2[O:41][CH2:40]1.CN(C(ON1N=NC2C=CC=CC1=2)=[N+](C)C)C.F[P-](F)(F)(F)(F)F, predict the reaction product. The product is: [O:39]1[C:43]2[CH:44]=[CH:45][C:46]([C:48]3[S:56][C:55]4[C:54](=[O:57])[N:53]([CH:58]5[CH2:63][CH2:62][N:61]([C:28]([C:27]6[CH:31]=[CH:32][CH:33]=[C:25]([C:19]7[C:20]8[CH:21]=[C:22]([O:23][CH3:24])[C:13]([O:12][CH2:10][CH3:11])=[CH:14][C:15]=8[C@H:16]8[CH2:37][S:36][CH2:35][CH2:34][C@H:17]8[N:18]=7)[CH:26]=6)=[O:29])[CH2:60][CH2:59]5)[C:52](=[O:64])[N:51]([CH2:65][C:66]5[CH:71]=[CH:70][C:69]([O:72][CH3:73])=[C:68]([F:74])[CH:67]=5)[C:50]=4[CH:49]=3)=[CH:47][C:42]=2[O:41][CH2:40]1. (7) Given the reactants [F-].C([N+](CCCC)(CCCC)CCCC)CCC.[Si]([O:26][C@@H:27]([CH2:40][CH2:41][CH3:42])[C@H:28]([N:30]1[CH:38]=[N:37][C:36]2[C:31]1=[N:32][CH:33]=[N:34][C:35]=2[NH2:39])[CH3:29])(C(C)(C)C)(C)C.C(OCC)(=O)C.CC(C)=O, predict the reaction product. The product is: [NH2:39][C:35]1[N:34]=[CH:33][N:32]=[C:31]2[C:36]=1[N:37]=[CH:38][N:30]2[C@@H:28]([C@@H:27]([OH:26])[CH2:40][CH2:41][CH3:42])[CH3:29].